Dataset: Full USPTO retrosynthesis dataset with 1.9M reactions from patents (1976-2016). Task: Predict the reactants needed to synthesize the given product. Given the product [F:7][C:8]1[CH:9]=[CH:10][C:11]([C:12]([C:13]2[CH:21]=[CH:20][CH:19]=[CH:18][C:14]=2[C:15]([OH:17])=[O:16])=[O:27])=[CH:22][CH:23]=1, predict the reactants needed to synthesize it. The reactants are: [H-].[Al+3].[Li+].[H-].[H-].[H-].[F:7][C:8]1[CH:23]=[CH:22][C:11]([CH2:12][C:13]2[CH:21]=[CH:20][CH:19]=[CH:18][C:14]=2[C:15]([OH:17])=[O:16])=[CH:10][CH:9]=1.C1C[O:27]CC1.